From a dataset of Reaction yield outcomes from USPTO patents with 853,638 reactions. Predict the reaction yield, written as a fraction of the theoretical maximum amount of product (1.0 means a 100% yield; for example, 0.34 means a 34% yield). (1) The reactants are Cl[CH2:2][O:3][C:4](=[O:29])[NH:5][C:6]1[CH:11]=[CH:10][CH:9]=[C:8]([C:12]2[CH:21]=[N:20][C:19]3[C:18]([N:22]4[CH2:27][CH2:26][O:25][CH2:24][CH2:23]4)=[N:17][C:16]([Cl:28])=[N:15][C:14]=3[CH:13]=2)[CH:7]=1.[C:30]([OH:33])(=[O:32])[CH3:31]. The catalyst is C(Cl)(Cl)Cl. The product is [C:30]([O:33][CH2:2][O:3][C:4](=[O:29])[NH:5][C:6]1[CH:11]=[CH:10][CH:9]=[C:8]([C:12]2[CH:21]=[N:20][C:19]3[C:18]([N:22]4[CH2:23][CH2:24][O:25][CH2:26][CH2:27]4)=[N:17][C:16]([Cl:28])=[N:15][C:14]=3[CH:13]=2)[CH:7]=1)(=[O:32])[CH3:31]. The yield is 0.870. (2) The reactants are [C:1]([C:5]1[O:9][N:8]=[C:7]([C:10](=O)[CH2:11][O:12][C:13](=O)[C:14]([S:17]([C:20]2[CH:25]=[CH:24][C:23]([Cl:26])=[CH:22][CH:21]=2)(=[O:19])=[O:18])([CH3:16])[CH3:15])[CH:6]=1)([CH3:4])([CH3:3])[CH3:2].C([NH2:32])(=O)C.B(F)(F)F.CCOCC. The catalyst is CC1C=CC=CC=1C. The product is [C:1]([C:5]1[O:9][N:8]=[C:7]([C:10]2[N:32]=[C:13]([C:14]([S:17]([C:20]3[CH:25]=[CH:24][C:23]([Cl:26])=[CH:22][CH:21]=3)(=[O:19])=[O:18])([CH3:16])[CH3:15])[O:12][CH:11]=2)[CH:6]=1)([CH3:4])([CH3:3])[CH3:2]. The yield is 0.0600.